The task is: Predict the reactants needed to synthesize the given product.. This data is from Full USPTO retrosynthesis dataset with 1.9M reactions from patents (1976-2016). (1) Given the product [Cl:1][C:2]1[CH:10]=[C:9]2[C:5]([CH2:6][C:7](=[O:21])[N:8]2[CH:11]([CH2:15][CH:16]2[CH2:20][CH2:19][CH2:18][CH2:17]2)[C:12]([OH:14])=[O:13])=[CH:4][CH:3]=1, predict the reactants needed to synthesize it. The reactants are: [Cl:1][C:2]1[CH:10]=[C:9]2[C:5]([C:6](=O)[C:7](=[O:21])[N:8]2[CH:11]([CH2:15][CH:16]2[CH2:20][CH2:19][CH2:18][CH2:17]2)[C:12]([OH:14])=[O:13])=[CH:4][CH:3]=1.O.NN. (2) Given the product [Cl:11][C:12]1[CH:18]=[CH:17][C:15]([NH:16][C:2]2[CH:10]=[N:9][CH:8]=[CH:7][C:3]=2[C:4]([OH:6])=[O:5])=[CH:14][CH:13]=1, predict the reactants needed to synthesize it. The reactants are: F[C:2]1[CH:10]=[N:9][CH:8]=[CH:7][C:3]=1[C:4]([OH:6])=[O:5].[Cl:11][C:12]1[CH:18]=[CH:17][C:15]([NH2:16])=[CH:14][CH:13]=1.[Li+].C[Si]([N-][Si](C)(C)C)(C)C. (3) Given the product [CH2:13]([O:12][C:10]([N:9]1[C@@H:4]([CH2:3][O:2][CH3:1])[CH2:5][CH2:6][C@H:7]([C:20]([OH:22])=[O:21])[CH2:8]1)=[O:11])[C:14]1[CH:19]=[CH:18][CH:17]=[CH:16][CH:15]=1, predict the reactants needed to synthesize it. The reactants are: [CH3:1][O:2][CH2:3][C@@H:4]1[N:9]([C:10]([O:12][CH2:13][C:14]2[CH:19]=[CH:18][CH:17]=[CH:16][CH:15]=2)=[O:11])[CH2:8][C@@H:7]([C:20]([O:22]C)=[O:21])[CH2:6][CH2:5]1.[Li+].[OH-]. (4) The reactants are: [F:1][C:2]1[CH:7]=[CH:6][C:5]([C:8](=[O:15])[CH2:9][C:10]([O:12][CH2:13][CH3:14])=[O:11])=[CH:4][CH:3]=1.[H-].[Na+].Cl[CH2:19][C:20]1[CH:25]=[CH:24][C:23]([O:26][C:27]2[CH:32]=[CH:31][CH:30]=[CH:29][CH:28]=2)=[CH:22][CH:21]=1.O. Given the product [F:1][C:2]1[CH:3]=[CH:4][C:5]([C:8](=[O:15])[CH:9]([CH2:19][C:20]2[CH:25]=[CH:24][C:23]([O:26][C:27]3[CH:28]=[CH:29][CH:30]=[CH:31][CH:32]=3)=[CH:22][CH:21]=2)[C:10]([O:12][CH2:13][CH3:14])=[O:11])=[CH:6][CH:7]=1, predict the reactants needed to synthesize it. (5) Given the product [CH3:25][N:24]([CH3:26])[C:20]1[CH:19]=[C:18]([CH:23]=[CH:22][CH:21]=1)[C:17]([NH:16][C:11]1[CH:12]=[CH:13][C:14]([CH3:15])=[C:9]([NH:8][C:33](=[O:34])[C:32]2[CH:36]=[CH:37][CH:38]=[C:30]([CH2:29][Cl:28])[CH:31]=2)[CH:10]=1)=[O:27], predict the reactants needed to synthesize it. The reactants are: C(N(CC)CC)C.[NH2:8][C:9]1[CH:10]=[C:11]([NH:16][C:17](=[O:27])[C:18]2[CH:23]=[CH:22][CH:21]=[C:20]([N:24]([CH3:26])[CH3:25])[CH:19]=2)[CH:12]=[CH:13][C:14]=1[CH3:15].[Cl:28][CH2:29][C:30]1[CH:31]=[C:32]([CH:36]=[CH:37][CH:38]=1)[C:33](Cl)=[O:34]. (6) Given the product [Cl:20][C:21]1[CH:26]=[CH:25][C:24]([C:2]2[C:7]([O:19][CH2:18][C:16]3[O:15][N:14]=[C:13]([CH3:12])[CH:17]=3)=[N:6][CH:5]=[C:4]([CH:3]=2)[C:9]([NH:30][CH2:31][C@:32]([CH:34]2[CH2:36][CH2:35]2)([OH:33])[CH3:37])=[O:11])=[CH:23][CH:22]=1, predict the reactants needed to synthesize it. The reactants are: Br[C:2]1[CH:3]=[C:4]([C:9]([OH:11])=O)[CH:5]=[N:6][C:7]=1Cl.[CH3:12][C:13]1[CH:17]=[C:16]([CH2:18][OH:19])[O:15][N:14]=1.[Cl:20][C:21]1[CH:26]=[CH:25][C:24](B(O)O)=[CH:23][CH:22]=1.[NH2:30][CH2:31][C@:32]([CH3:37])([CH:34]1[CH2:36][CH2:35]1)[OH:33]. (7) The reactants are: Br[C:2]1[N:3]=[C:4]([C:9]2[N:10]([CH2:18][CH3:19])[C:11]3[CH:16]=[CH:15][N:14]=[CH:13][C:12]=3[N:17]=2)[C:5]([NH2:8])=[N:6][CH:7]=1.[CH2:20]([O:27][C:28]([C:30]1[CH:35]=[CH:34][C:33](B(O)O)=[CH:32][CH:31]=1)=[O:29])[C:21]1[CH:26]=[CH:25][CH:24]=[CH:23][CH:22]=1.C([O-])([O-])=O.[K+].[K+]. Given the product [NH2:8][C:5]1[N:6]=[CH:7][C:2]([C:33]2[CH:34]=[CH:35][C:30]([C:28]([O:27][CH2:20][C:21]3[CH:26]=[CH:25][CH:24]=[CH:23][CH:22]=3)=[O:29])=[CH:31][CH:32]=2)=[N:3][C:4]=1[C:9]1[N:10]([CH2:18][CH3:19])[C:11]2[CH:16]=[CH:15][N:14]=[CH:13][C:12]=2[N:17]=1, predict the reactants needed to synthesize it.